Dataset: CYP3A4 inhibition data for predicting drug metabolism from PubChem BioAssay. Task: Regression/Classification. Given a drug SMILES string, predict its absorption, distribution, metabolism, or excretion properties. Task type varies by dataset: regression for continuous measurements (e.g., permeability, clearance, half-life) or binary classification for categorical outcomes (e.g., BBB penetration, CYP inhibition). Dataset: cyp3a4_veith. The compound is CCOC(=O)Cn1nc(C)c2c1CCCC2=O. The result is 0 (non-inhibitor).